This data is from Forward reaction prediction with 1.9M reactions from USPTO patents (1976-2016). The task is: Predict the product of the given reaction. (1) Given the reactants [OH:1][C:2]1[CH:10]=[CH:9][C:5]([C:6]([OH:8])=[O:7])=[CH:4][CH:3]=1.F[C:12]1[CH:19]=[CH:18][CH:17]=[CH:16][C:13]=1[C:14]#[N:15].C(=O)([O-])[O-].[K+].[K+].Cl, predict the reaction product. The product is: [C:14]([C:13]1[CH:16]=[CH:17][CH:18]=[CH:19][C:12]=1[O:1][C:2]1[CH:10]=[CH:9][C:5]([C:6]([OH:8])=[O:7])=[CH:4][CH:3]=1)#[N:15]. (2) Given the reactants S(Cl)(Cl)=O.[O:5]=[C:6]1[NH:10][C:9](=[O:11])[CH:8]([CH2:12][C:13]2[CH:23]=[CH:22][C:16]([O:17][CH2:18][C:19]([OH:21])=O)=[CH:15][CH:14]=2)[S:7]1.[NH2:24][C:25]1[CH:30]=[CH:29][C:28]([O:31][CH3:32])=[CH:27][C:26]=1[N:33]([CH3:41])[C:34](=[O:40])[O:35][C:36]([CH3:39])([CH3:38])[CH3:37].C(N(CC)CC)C.C(=O)(O)[O-].[Na+], predict the reaction product. The product is: [O:5]=[C:6]1[NH:10][C:9](=[O:11])[CH:8]([CH2:12][C:13]2[CH:14]=[CH:15][C:16]([O:17][CH2:18][C:19]([NH:24][C:25]3[CH:30]=[CH:29][C:28]([O:31][CH3:32])=[CH:27][C:26]=3[N:33]([CH3:41])[C:34](=[O:40])[O:35][C:36]([CH3:37])([CH3:39])[CH3:38])=[O:21])=[CH:22][CH:23]=2)[S:7]1. (3) Given the reactants C(OC(=O)[NH:10][CH2:11][CH2:12][CH2:13][CH2:14][C:15]1[CH:20]=[CH:19][C:18]([O:21][CH2:22][C:23](=[O:27])[N:24]([CH3:26])[CH3:25])=[CH:17][CH:16]=1)C1C=CC=CC=1, predict the reaction product. The product is: [NH2:10][CH2:11][CH2:12][CH2:13][CH2:14][C:15]1[CH:20]=[CH:19][C:18]([O:21][CH2:22][C:23]([N:24]([CH3:25])[CH3:26])=[O:27])=[CH:17][CH:16]=1. (4) Given the reactants C1(=O)O[CH2:4][CH2:3][O:2]1.[Cl:7][C:8]1[C:13]([C:14]2[NH:15][CH:16]=[C:17]([C:19]3[N:20]([CH:24]([CH3:26])[CH3:25])[N:21]=[CH:22][N:23]=3)[N:18]=2)=[CH:12][N:11]=[C:10]([O:27][CH3:28])[CH:9]=1, predict the reaction product. The product is: [Cl:7][C:8]1[CH:9]=[C:10]([O:27][CH3:28])[N:11]=[CH:12][C:13]=1[C:14]1[N:15]([CH2:4][CH2:3][OH:2])[CH:16]=[C:17]([C:19]2[N:20]([CH:24]([CH3:25])[CH3:26])[N:21]=[CH:22][N:23]=2)[N:18]=1.